From a dataset of Reaction yield outcomes from USPTO patents with 853,638 reactions. Predict the reaction yield, written as a fraction of the theoretical maximum amount of product (1.0 means a 100% yield; for example, 0.34 means a 34% yield). (1) The reactants are C[O:2][C:3](=[O:32])[C:4]1[CH:9]=[CH:8][C:7]([O:10][C@H:11]2[CH2:15][CH2:14][N:13]([C:16]3[CH:21]=[CH:20][C:19]([C:22](=[O:31])[NH:23][C:24]4[CH:29]=[CH:28][CH:27]=[CH:26][C:25]=4[NH2:30])=[CH:18][CH:17]=3)[CH2:12]2)=[CH:6][CH:5]=1.[OH-].[K+]. The catalyst is C1COCC1.O.CO. The product is [NH2:30][C:25]1[CH:26]=[CH:27][CH:28]=[CH:29][C:24]=1[NH:23][C:22]([C:19]1[CH:18]=[CH:17][C:16]([N:13]2[CH2:14][CH2:15][C@H:11]([O:10][C:7]3[CH:6]=[CH:5][C:4]([C:3]([OH:32])=[O:2])=[CH:9][CH:8]=3)[CH2:12]2)=[CH:21][CH:20]=1)=[O:31]. The yield is 0.210. (2) The reactants are [OH:1][C:2]1[CH:9]=[CH:8][CH:7]=[CH:6][C:3]=1[CH2:4][OH:5].[CH3:10]O. No catalyst specified. The product is [CH3:10][O:5][CH2:4][C:3]1[CH:6]=[CH:7][CH:8]=[CH:9][C:2]=1[OH:1]. The yield is 0.580.